Dataset: Forward reaction prediction with 1.9M reactions from USPTO patents (1976-2016). Task: Predict the product of the given reaction. (1) The product is: [NH2:1][C:2]1[N:7]=[CH:6][N:5]=[C:4]2[N:8]([C:12]3[CH:17]=[CH:16][C:15]([N:18]([CH3:27])[C:19](=[O:26])/[CH:20]=[CH:21]/[CH2:22][N:23]([CH3:25])[CH3:24])=[CH:14][CH:13]=3)[N:9]=[C:10]([C:32]3[CH:33]=[CH:34][C:29]([Cl:28])=[CH:30][CH:31]=3)[C:3]=12. Given the reactants [NH2:1][C:2]1[N:7]=[CH:6][N:5]=[C:4]2[N:8]([C:12]3[CH:17]=[CH:16][C:15]([N:18]([CH3:27])[C:19](=[O:26])/[CH:20]=[CH:21]/[CH2:22][N:23]([CH3:25])[CH3:24])=[CH:14][CH:13]=3)[N:9]=[C:10](I)[C:3]=12.[Cl:28][C:29]1[CH:34]=[CH:33][C:32](B(O)O)=[CH:31][CH:30]=1.C(Cl)Cl, predict the reaction product. (2) Given the reactants C1(O[C:8](=[O:29])[NH:9][C:10]2[S:14][N:13]=[C:12]([O:15][CH2:16][C:17]3[C:22]([F:23])=[CH:21][C:20]([CH3:24])=[CH:19][C:18]=3[F:25])[C:11]=2[C:26](=[O:28])[NH2:27])C=CC=CC=1.[CH3:30][N:31]1[CH2:36][CH2:35][N:34]([CH2:37][CH2:38][CH2:39][NH2:40])[CH2:33][CH2:32]1, predict the reaction product. The product is: [F:23][C:22]1[CH:21]=[C:20]([CH3:24])[CH:19]=[C:18]([F:25])[C:17]=1[CH2:16][O:15][C:12]1[C:11]([C:26]([NH2:27])=[O:28])=[C:10]([NH:9][C:8]([NH:40][CH2:39][CH2:38][CH2:37][N:34]2[CH2:33][CH2:32][N:31]([CH3:30])[CH2:36][CH2:35]2)=[O:29])[S:14][N:13]=1. (3) Given the reactants Br[CH2:2][CH2:3][CH2:4][N:5]=[C:6]=[S:7].C(=O)([O-])[O-].[Na+].[Na+].[F:14][C:15]1[CH:20]=[CH:19][C:18]([C:21]2[N:25]=[C:24]([C:26]3[CH:31]=[CH:30][C:29]([F:32])=[CH:28][CH:27]=3)[N:23]([CH2:33][C:34]([N:36]3[CH2:41][CH2:40][NH:39][CH2:38][CH2:37]3)=[O:35])[N:22]=2)=[CH:17][CH:16]=1, predict the reaction product. The product is: [F:14][C:15]1[CH:16]=[CH:17][C:18]([C:21]2[N:25]=[C:24]([C:26]3[CH:27]=[CH:28][C:29]([F:32])=[CH:30][CH:31]=3)[N:23]([CH2:33][C:34]([N:36]3[CH2:37][CH2:38][N:39]([C:6]4[S:7][CH2:2][CH2:3][CH2:4][N:5]=4)[CH2:40][CH2:41]3)=[O:35])[N:22]=2)=[CH:19][CH:20]=1.